The task is: Predict which catalyst facilitates the given reaction.. This data is from Catalyst prediction with 721,799 reactions and 888 catalyst types from USPTO. (1) Reactant: [C:1]1([C:20]2[CH:25]=[CH:24][CH:23]=[CH:22][CH:21]=2)[CH:6]=[CH:5][CH:4]=[C:3]([C:7]2[CH:8]=[C:9]([N+:17]([O-])=O)[CH:10]=[C:11]3[C:15]=2[N:14]([CH3:16])[CH:13]=[CH:12]3)[CH:2]=1.[Cl-].[NH4+].C(O)C. Product: [C:1]1([C:20]2[CH:21]=[CH:22][CH:23]=[CH:24][CH:25]=2)[CH:6]=[CH:5][CH:4]=[C:3]([C:7]2[CH:8]=[C:9]([NH2:17])[CH:10]=[C:11]3[C:15]=2[N:14]([CH3:16])[CH:13]=[CH:12]3)[CH:2]=1. The catalyst class is: 150. (2) Reactant: Br[C:2]1[CH:7]=[CH:6][C:5]([CH2:8][C@@H:9]([NH:18][C:19]([C:21]2[N:22]=[N:23][NH:24][CH:25]=2)=[O:20])[CH2:10][C@:11]([CH2:16][OH:17])([CH3:15])[C:12]([OH:14])=[O:13])=[CH:4][CH:3]=1.[CH3:26][C:27]1[CH:32]=[CH:31][CH:30]=[CH:29][C:28]=1B(O)O.C(=O)([O-])[O-].[Na+].[Na+].O. Product: [OH:17][CH2:16][C@:11]([CH3:15])([CH2:10][C@H:9]([NH:18][C:19]([C:21]1[N:22]=[N:23][NH:24][CH:25]=1)=[O:20])[CH2:8][C:5]1[CH:6]=[CH:7][C:2]([C:28]2[CH:29]=[CH:30][CH:31]=[CH:32][C:27]=2[CH3:26])=[CH:3][CH:4]=1)[C:12]([OH:14])=[O:13]. The catalyst class is: 203. (3) Reactant: [CH3:1][O:2][C:3]1[CH:4]=[C:5]([C:11]2[C@@H:20]3[C@@H:15]([CH2:16][CH2:17][CH2:18][CH2:19]3)[C:14](=[O:21])[N:13]([CH:22]3[CH2:27][CH2:26][N:25]([C:28](=[O:45])[C@@H:29]([NH:37]C(=O)OC(C)(C)C)[CH2:30][C:31]4[CH:32]=[N:33][CH:34]=[CH:35][CH:36]=4)[CH2:24][CH2:23]3)[N:12]=2)[CH:6]=[CH:7][C:8]=1[O:9][CH3:10].Cl.[OH-].[Na+]. Product: [NH2:37][C@@H:29]([CH2:30][C:31]1[CH:32]=[N:33][CH:34]=[CH:35][CH:36]=1)[C:28]([N:25]1[CH2:24][CH2:23][CH:22]([N:13]2[N:12]=[C:11]([C:5]3[CH:6]=[CH:7][C:8]([O:9][CH3:10])=[C:3]([O:2][CH3:1])[CH:4]=3)[C@@H:20]3[C@@H:15]([CH2:16][CH2:17][CH2:18][CH2:19]3)[C:14]2=[O:21])[CH2:27][CH2:26]1)=[O:45]. The catalyst class is: 1. (4) Reactant: Br[C:2]1[CH:7]=[CH:6][C:5]([O:8][CH:9]([F:11])[F:10])=[C:4]([Cl:12])[CH:3]=1.C([O-])(=O)C.[K+].[B:18]1([B:18]2[O:22][C:21]([CH3:24])([CH3:23])[C:20]([CH3:26])([CH3:25])[O:19]2)[O:22][C:21]([CH3:24])([CH3:23])[C:20]([CH3:26])([CH3:25])[O:19]1. Product: [Cl:12][C:4]1[CH:3]=[C:2]([B:18]2[O:22][C:21]([CH3:24])([CH3:23])[C:20]([CH3:26])([CH3:25])[O:19]2)[CH:7]=[CH:6][C:5]=1[O:8][CH:9]([F:11])[F:10]. The catalyst class is: 12. (5) Reactant: FC(F)(F)C(O)=O.FC(F)(F)C(O)=O.[CH3:15][N:16]([CH:30]1[CH2:35][CH2:34][NH:33][CH2:32][CH2:31]1)[C:17]([N:19]1[CH:23]=[C:22]([C:24]2[CH:25]=[N:26][CH:27]=[CH:28][CH:29]=2)[N:21]=[CH:20]1)=[O:18].C(N(CC)CC)C.[CH3:43][S:44](Cl)(=[O:46])=[O:45]. Product: [CH3:15][N:16]([CH:30]1[CH2:35][CH2:34][N:33]([S:44]([CH3:43])(=[O:46])=[O:45])[CH2:32][CH2:31]1)[C:17]([N:19]1[CH:23]=[C:22]([C:24]2[CH:25]=[N:26][CH:27]=[CH:28][CH:29]=2)[N:21]=[CH:20]1)=[O:18]. The catalyst class is: 154. (6) Reactant: I.[Cl:2][C:3]1[C:4]2[C:5]3[C:6](=[C:20]([CH3:23])[O:21][N:22]=3)[C:7](=[O:19])[N:8]([CH:13]3[CH2:18][CH2:17][CH2:16][NH:15][CH2:14]3)[C:9]=2[CH:10]=[CH:11][CH:12]=1.N12CCCN=C1CCCCC2.[C:35]1([CH2:41][S:42](Cl)(=[O:44])=[O:43])[CH:40]=[CH:39][CH:38]=[CH:37][CH:36]=1. Product: [Cl:2][C:3]1[C:4]2[C:5]3[C:6](=[C:20]([CH3:23])[O:21][N:22]=3)[C:7](=[O:19])[N:8]([CH:13]3[CH2:18][CH2:17][CH2:16][N:15]([S:42]([CH2:41][C:35]4[CH:40]=[CH:39][CH:38]=[CH:37][CH:36]=4)(=[O:44])=[O:43])[CH2:14]3)[C:9]=2[CH:10]=[CH:11][CH:12]=1. The catalyst class is: 8. (7) Reactant: [ClH:1].CO.[CH3:4][N:5]1[CH2:14][CH:13]([C:15]2[CH:24]=[CH:23][C:22]3[C:17](=[CH:18][CH:19]=[CH:20][CH:21]=3)[CH:16]=2)[C:12]2[C:7](=[C:8]([CH3:25])[CH:9]=[CH:10][CH:11]=2)[CH2:6]1.[K+].[Br-]. Product: [ClH:1].[CH3:4][N:5]1[CH2:14][CH:13]([C:15]2[CH:24]=[CH:23][C:22]3[C:17](=[CH:18][CH:19]=[CH:20][CH:21]=3)[CH:16]=2)[C:12]2[C:7](=[C:8]([CH3:25])[CH:9]=[CH:10][CH:11]=2)[CH2:6]1. The catalyst class is: 6.